Dataset: Forward reaction prediction with 1.9M reactions from USPTO patents (1976-2016). Task: Predict the product of the given reaction. (1) The product is: [CH2:1]([O:3][C:4](=[O:22])[CH2:5][CH:6]1[CH2:11][CH2:10][CH:9]([C:12]2[CH:17]=[CH:16][C:15]([C:18]3[N:34]=[C:32]([NH:31][C:27]4[CH:28]=[CH:29][CH:30]=[C:25]([O:24][CH3:23])[CH:26]=4)[S:33][CH:19]=3)=[CH:14][CH:13]=2)[CH2:8][CH2:7]1)[CH3:2]. Given the reactants [CH2:1]([O:3][C:4](=[O:22])[CH2:5][CH:6]1[CH2:11][CH2:10][CH:9]([C:12]2[CH:17]=[CH:16][C:15]([C:18](=O)[CH2:19]Br)=[CH:14][CH:13]=2)[CH2:8][CH2:7]1)[CH3:2].[CH3:23][O:24][C:25]1[CH:26]=[C:27]([NH:31][C:32]([NH2:34])=[S:33])[CH:28]=[CH:29][CH:30]=1.C([O-])([O-])=O.[Na+].[Na+], predict the reaction product. (2) Given the reactants [Cl:1][C:2]1[CH:7]=[CH:6][C:5]([OH:8])=[CH:4][C:3]=1[CH:9]([CH3:28])[C:10]([C:16]1[CH:17]=[CH:18][C:19]2[O:24][CH2:23][C:22](=[O:25])[N:21]([CH3:26])[C:20]=2[CH:27]=1)([OH:15])[C:11]([F:14])([F:13])[F:12].C(N(CC)CC)C.[F:36][C:37]([F:50])([F:49])[S:38](O[S:38]([C:37]([F:50])([F:49])[F:36])(=[O:40])=[O:39])(=[O:40])=[O:39], predict the reaction product. The product is: [Cl:1][C:2]1[CH:7]=[CH:6][C:5]([O:8][S:38]([C:37]([F:50])([F:49])[F:36])(=[O:40])=[O:39])=[CH:4][C:3]=1[CH:9]([CH3:28])[C:10]([OH:15])([C:16]1[CH:17]=[CH:18][C:19]2[O:24][CH2:23][C:22](=[O:25])[N:21]([CH3:26])[C:20]=2[CH:27]=1)[C:11]([F:12])([F:13])[F:14]. (3) Given the reactants [CH:1]1([CH2:4][N:5]2[C:9](=[O:10])[N:8]([C:11]3[S:12][C:13]([C:17]([OH:19])=O)=[C:14]([CH3:16])[N:15]=3)[CH:7]=[N:6]2)[CH2:3][CH2:2]1.Cl.CN(C)CCCN=C=NCC.C(N(CC)C(C)C)(C)C.ON1C2C=CC=CC=2N=N1.[NH2:51][CH2:52][C:53]1[CH:58]=[CH:57][N:56]=[CH:55][CH:54]=1, predict the reaction product. The product is: [CH:1]1([CH2:4][N:5]2[C:9](=[O:10])[N:8]([C:11]3[S:12][C:13]([C:17]([NH:51][CH2:52][C:53]4[CH:58]=[CH:57][N:56]=[CH:55][CH:54]=4)=[O:19])=[C:14]([CH3:16])[N:15]=3)[CH:7]=[N:6]2)[CH2:2][CH2:3]1. (4) The product is: [CH3:19][C:15]1[N:14]=[C:13]([O:12][C:9]2[S:10][CH:11]=[C:7]([B:24]3[O:28][C:27]([CH3:30])([CH3:29])[C:26]([CH3:32])([CH3:31])[O:25]3)[N:8]=2)[CH:18]=[CH:17][CH:16]=1. Given the reactants [Li]CCCC.Br[C:7]1[N:8]=[C:9]([O:12][C:13]2[CH:18]=[CH:17][CH:16]=[C:15]([CH3:19])[N:14]=2)[S:10][CH:11]=1.C(O[B:24]1[O:28][C:27]([CH3:30])([CH3:29])[C:26]([CH3:32])([CH3:31])[O:25]1)(C)C, predict the reaction product.